From a dataset of NCI-60 drug combinations with 297,098 pairs across 59 cell lines. Regression. Given two drug SMILES strings and cell line genomic features, predict the synergy score measuring deviation from expected non-interaction effect. Drug 1: C1=NC2=C(N=C(N=C2N1C3C(C(C(O3)CO)O)O)F)N. Drug 2: COC1=C2C(=CC3=C1OC=C3)C=CC(=O)O2. Cell line: RPMI-8226. Synergy scores: CSS=-22.0, Synergy_ZIP=15.4, Synergy_Bliss=2.71, Synergy_Loewe=-20.2, Synergy_HSA=-20.8.